The task is: Regression. Given two drug SMILES strings and cell line genomic features, predict the synergy score measuring deviation from expected non-interaction effect.. This data is from NCI-60 drug combinations with 297,098 pairs across 59 cell lines. (1) Drug 1: CN1CCC(CC1)COC2=C(C=C3C(=C2)N=CN=C3NC4=C(C=C(C=C4)Br)F)OC. Drug 2: CS(=O)(=O)CCNCC1=CC=C(O1)C2=CC3=C(C=C2)N=CN=C3NC4=CC(=C(C=C4)OCC5=CC(=CC=C5)F)Cl. Cell line: UACC-257. Synergy scores: CSS=6.49, Synergy_ZIP=9.03, Synergy_Bliss=6.57, Synergy_Loewe=-0.100, Synergy_HSA=2.46. (2) Drug 1: C1CN(P(=O)(OC1)NCCCl)CCCl. Drug 2: CC12CCC3C(C1CCC2OP(=O)(O)O)CCC4=C3C=CC(=C4)OC(=O)N(CCCl)CCCl.[Na+]. Cell line: A498. Synergy scores: CSS=-5.38, Synergy_ZIP=12.6, Synergy_Bliss=15.9, Synergy_Loewe=-6.67, Synergy_HSA=-3.28. (3) Drug 1: C1=CC(=CC=C1CCC2=CNC3=C2C(=O)NC(=N3)N)C(=O)NC(CCC(=O)O)C(=O)O. Drug 2: CS(=O)(=O)OCCCCOS(=O)(=O)C. Cell line: NCIH23. Synergy scores: CSS=15.3, Synergy_ZIP=-2.16, Synergy_Bliss=3.64, Synergy_Loewe=2.17, Synergy_HSA=3.49. (4) Drug 1: CC(C)CN1C=NC2=C1C3=CC=CC=C3N=C2N. Drug 2: CC1C(C(CC(O1)OC2CC(CC3=C2C(=C4C(=C3O)C(=O)C5=CC=CC=C5C4=O)O)(C(=O)C)O)N)O. Cell line: HT29. Synergy scores: CSS=34.3, Synergy_ZIP=3.08, Synergy_Bliss=4.02, Synergy_Loewe=-20.4, Synergy_HSA=2.53.